Dataset: Reaction yield outcomes from USPTO patents with 853,638 reactions. Task: Predict the reaction yield, written as a fraction of the theoretical maximum amount of product (1.0 means a 100% yield; for example, 0.34 means a 34% yield). The reactants are [Cl:1][C:2]1[C:3]([C:16]2[CH:21]=[N:20][C:19]([Cl:22])=[C:18]([NH:23][CH2:24][CH:25]3[CH2:30][CH2:29][O:28][CH2:27][CH2:26]3)[N:17]=2)=[CH:4][C:5]([NH:8][C@H:9]2[CH2:14][CH2:13][C@H:12]([NH2:15])[CH2:11][CH2:10]2)=[N:6][CH:7]=1.C([O-])([O-])=O.[K+].[K+].Br[CH2:38][CH2:39][CH2:40][CH2:41]Br. The catalyst is CN(C=O)C. The product is [Cl:22][C:19]1[C:18]([NH:23][CH2:24][CH:25]2[CH2:26][CH2:27][O:28][CH2:29][CH2:30]2)=[N:17][C:16]([C:3]2[C:2]([Cl:1])=[CH:7][N:6]=[C:5]([NH:8][C@H:9]3[CH2:14][CH2:13][C@H:12]([N:15]4[CH2:41][CH2:40][CH2:39][CH2:38]4)[CH2:11][CH2:10]3)[CH:4]=2)=[CH:21][N:20]=1. The yield is 0.231.